Dataset: Drug half-life prediction data from Obach et al.. Task: Regression/Classification. Given a drug SMILES string, predict its absorption, distribution, metabolism, or excretion properties. Task type varies by dataset: regression for continuous measurements (e.g., permeability, clearance, half-life) or binary classification for categorical outcomes (e.g., BBB penetration, CYP inhibition). For this dataset (half_life_obach), we predict log10(half-life) (log10 of half-life in hours). The log10(half-life) is 0.830. The compound is CCCCCCCCCCNCCN[C@@]1(C)C[C@H](O[C@H]2[C@H](Oc3c4cc5cc3Oc3ccc(cc3Cl)[C@@H](O)[C@@H](NC(=O)[C@@H](CC(C)C)NC)C(=O)N[C@@H](CC(N)=O)C(=O)N[C@H]5C(=O)N[C@H]3C(=O)N[C@H](C(=O)N[C@H](C(=O)O)c5cc(O)c(CNCP(=O)(O)O)c(O)c5-c5cc3ccc5O)[C@H](O)c3ccc(c(Cl)c3)O4)O[C@H](CO)[C@@H](O)[C@@H]2O)O[C@@H](C)[C@H]1O.